Dataset: TCR-epitope binding with 47,182 pairs between 192 epitopes and 23,139 TCRs. Task: Binary Classification. Given a T-cell receptor sequence (or CDR3 region) and an epitope sequence, predict whether binding occurs between them. The epitope is TAFTIPSI. The TCR CDR3 sequence is CASSPTGGAETQYF. Result: 0 (the TCR does not bind to the epitope).